From a dataset of NCI-60 drug combinations with 297,098 pairs across 59 cell lines. Regression. Given two drug SMILES strings and cell line genomic features, predict the synergy score measuring deviation from expected non-interaction effect. Drug 1: CN1C(=O)N2C=NC(=C2N=N1)C(=O)N. Drug 2: CCCCC(=O)OCC(=O)C1(CC(C2=C(C1)C(=C3C(=C2O)C(=O)C4=C(C3=O)C=CC=C4OC)O)OC5CC(C(C(O5)C)O)NC(=O)C(F)(F)F)O. Cell line: HCC-2998. Synergy scores: CSS=67.4, Synergy_ZIP=-4.83, Synergy_Bliss=-8.24, Synergy_Loewe=-23.7, Synergy_HSA=-3.17.